From a dataset of Forward reaction prediction with 1.9M reactions from USPTO patents (1976-2016). Predict the product of the given reaction. (1) Given the reactants [CH3:1][O:2][C:3]1[CH:10]=[C:9]([O:11][CH3:12])[C:8](Br)=[CH:7][C:4]=1[CH:5]=[O:6].[C:14]([O:18][C:19]([N:21]1[CH:25]=[C:24](B2OC(C)(C)C(C)(C)O2)[CH:23]=[N:22]1)=[O:20])([CH3:17])([CH3:16])[CH3:15].[F-].[K+], predict the reaction product. The product is: [C:14]([O:18][C:19]([N:21]1[CH:25]=[C:24]([C:8]2[CH:7]=[C:4]([CH:5]=[O:6])[C:3]([O:2][CH3:1])=[CH:10][C:9]=2[O:11][CH3:12])[CH:23]=[N:22]1)=[O:20])([CH3:17])([CH3:15])[CH3:16]. (2) The product is: [Cl:1][C:2]1[N:3]=[C:4]([N:11]2[CH2:16][CH2:15][O:14][CH2:13][CH2:12]2)[C:5]2[S:10][C:9]([CH:22]([OH:24])[CH3:23])=[CH:8][C:6]=2[N:7]=1. Given the reactants [Cl:1][C:2]1[N:3]=[C:4]([N:11]2[CH2:16][CH2:15][O:14][CH2:13][CH2:12]2)[C:5]2[S:10][CH:9]=[CH:8][C:6]=2[N:7]=1.C([Li])CCC.[CH:22](=[O:24])[CH3:23], predict the reaction product. (3) Given the reactants [CH3:1][O:2][C:3]1[CH:8]=[CH:7][C:6]([N:9]2[CH2:16][CH:15]3[O:17][CH:11]([CH2:12][N:13]([C:18](=[O:20])[CH3:19])[CH2:14]3)[CH2:10]2)=[CH:5][C:4]=1[N+:21]([O-])=O, predict the reaction product. The product is: [NH2:21][C:4]1[CH:5]=[C:6]([N:9]2[CH2:16][CH:15]3[O:17][CH:11]([CH2:12][N:13]([C:18](=[O:20])[CH3:19])[CH2:14]3)[CH2:10]2)[CH:7]=[CH:8][C:3]=1[O:2][CH3:1]. (4) Given the reactants [NH2:1][C:2]1[CH:7]=[CH:6][C:5]([C@@H:8]2[O:13][CH2:12][CH2:11][N:10]([C@@H:14]([C:16]3[CH:21]=[CH:20][CH:19]=[CH:18][CH:17]=3)[CH3:15])[CH2:9]2)=[CH:4][CH:3]=1.C(N(CC)CC)C.[C:29](Cl)(=[O:31])[CH3:30], predict the reaction product. The product is: [C:16]1([C@H:14]([N:10]2[CH2:11][CH2:12][O:13][C@@H:8]([C:5]3[CH:4]=[CH:3][C:2]([NH:1][C:29](=[O:31])[CH3:30])=[CH:7][CH:6]=3)[CH2:9]2)[CH3:15])[CH:17]=[CH:18][CH:19]=[CH:20][CH:21]=1. (5) Given the reactants [H-].[Na+].O1CCC[CH2:4]1.[CH3:8][CH2:9][C:10](=[O:16])[CH2:11][C:12](=[O:15])[CH2:13][CH3:14].IC, predict the reaction product. The product is: [CH3:4][CH:11]([C:10](=[O:16])[CH2:9][CH3:8])[C:12](=[O:15])[CH2:13][CH3:14]. (6) The product is: [CH2:27]([N:23]1[C:24]2[C:25](=[O:26])[N:16]([CH2:15][CH2:14][CH2:13][CH2:12][C@H:11]([OH:10])[CH3:35])[C:17](=[O:18])[N:19]([CH3:34])[C:20]=2[N:21]=[CH:22]1)[C:28]1[CH:33]=[CH:32][CH:31]=[CH:30][CH:29]=1. Given the reactants C(=O)([O-])[O-].[K+].[K+].C([O:10][C@H:11]([CH3:35])[CH2:12][CH2:13][CH2:14][CH2:15][N:16]1[C:25](=[O:26])[C:24]2[N:23]([CH2:27][C:28]3[CH:33]=[CH:32][CH:31]=[CH:30][CH:29]=3)[CH:22]=[N:21][C:20]=2[N:19]([CH3:34])[C:17]1=[O:18])(=O)C, predict the reaction product.